Dataset: Full USPTO retrosynthesis dataset with 1.9M reactions from patents (1976-2016). Task: Predict the reactants needed to synthesize the given product. (1) Given the product [CH2:20]([O:17][C:16](=[O:18])[CH2:15][CH2:14][CH2:13][C:10]1[CH:9]=[CH:8][C:7]([NH2:6])=[CH:12][CH:11]=1)[CH3:21], predict the reactants needed to synthesize it. The reactants are: S(=O)(=O)(O)O.[NH2:6][C:7]1[CH:12]=[CH:11][C:10]([CH2:13][CH2:14][CH2:15][C:16]([OH:18])=[O:17])=[CH:9][CH:8]=1.Cl.[CH3:20][CH2:21]O. (2) Given the product [CH3:24][C:22](=[CH2:23])[CH2:21][O:20][C:18]1[CH:17]=[CH:16][C:15]([S:25][C:26]2[CH:31]=[CH:30][C:29]([NH:32][C:33](=[O:35])[CH3:34])=[CH:28][CH:27]=2)=[C:14]([NH:13][C:2]2[C:3]3[C:8](=[N:7][C:6]([CH3:12])=[CH:5][CH:4]=3)[N:9]=[CH:10][CH:11]=2)[CH:19]=1, predict the reactants needed to synthesize it. The reactants are: Cl[C:2]1[CH:11]=[CH:10][N:9]=[C:8]2[C:3]=1[CH:4]=[CH:5][C:6]([CH3:12])=[N:7]2.[NH2:13][C:14]1[CH:19]=[C:18]([O:20][CH2:21][C:22]([CH3:24])=[CH2:23])[CH:17]=[CH:16][C:15]=1[S:25][C:26]1[CH:31]=[CH:30][C:29]([NH:32][C:33](=[O:35])[CH3:34])=[CH:28][CH:27]=1. (3) Given the product [CH2:1]([NH2:21])[CH2:2][CH2:3][CH2:4]/[CH:5]=[CH:6]\[CH2:7]/[CH:8]=[CH:9]\[CH2:10]/[CH:11]=[CH:12]\[CH2:13]/[CH:14]=[CH:15]\[CH2:16][CH2:17][CH2:18][CH2:19][CH3:20], predict the reactants needed to synthesize it. The reactants are: [CH2:1]([N:21]=[N+]=[N-])[CH2:2][CH2:3][CH2:4]/[CH:5]=[CH:6]\[CH2:7]/[CH:8]=[CH:9]\[CH2:10]/[CH:11]=[CH:12]\[CH2:13]/[CH:14]=[CH:15]\[CH2:16][CH2:17][CH2:18][CH2:19][CH3:20].[H-].[H-].[H-].[H-].[Li+].[Al+3].C1COCC1.[F-].[Na+]. (4) Given the product [NH:8]1[CH2:13][CH2:12][CH2:11][CH:10]([NH:14][C:15]2[CH:16]=[C:17]3[C:21](=[CH:22][CH:23]=2)[NH:20][N:19]=[CH:18]3)[CH2:9]1, predict the reactants needed to synthesize it. The reactants are: C([N:8]1[CH2:13][CH2:12][CH2:11][CH:10]([NH:14][C:15]2[CH:16]=[C:17]3[C:21](=[CH:22][CH:23]=2)[NH:20][N:19]=[CH:18]3)[CH2:9]1)C1C=CC=CC=1.C([O-])=O.[NH4+]. (5) Given the product [C:38]([NH:1][C:2]1[CH:3]=[C:4]2[C:9](=[CH:10][C:11]=1[NH:12][CH2:13][CH3:14])[N:8]=[CH:7][N:6]=[C:5]2[N:15]1[CH2:20][CH2:19][N:18]([C:21](=[S:30])[NH:22][CH2:23][C:24]2[CH:29]=[CH:28][CH:27]=[CH:26][CH:25]=2)[CH2:17][CH2:16]1)(=[O:40])[CH3:39], predict the reactants needed to synthesize it. The reactants are: [NH2:1][C:2]1[CH:3]=[C:4]2[C:9](=[CH:10][C:11]=1[NH:12][CH2:13][CH3:14])[N:8]=[CH:7][N:6]=[C:5]2[N:15]1[CH2:20][CH2:19][N:18]([C:21](=[S:30])[NH:22][CH2:23][C:24]2[CH:29]=[CH:28][CH:27]=[CH:26][CH:25]=2)[CH2:17][CH2:16]1.C(N(CC)CC)C.[C:38](OC(=O)C)(=[O:40])[CH3:39].[Cl-].[Na+]. (6) Given the product [C:55]1([C:49]2[CH:50]=[CH:51][CH:52]=[CH:53][CH:54]=2)[CH:56]=[CH:57][C:58]([CH2:59][NH:60][C:13](=[O:15])[CH2:12][CH:4]2[C:5](=[O:11])[O:6][C:7]([CH3:9])([CH3:10])[CH2:8][N:3]2[CH2:1][CH3:2])=[CH:61][CH:62]=1, predict the reactants needed to synthesize it. The reactants are: [CH2:1]([N:3]1[CH2:8][C:7]([CH3:10])([CH3:9])[O:6][C:5](=[O:11])[CH:4]1[CH2:12][C:13]([OH:15])=O)[CH3:2].C(N(C(C)C)CC)(C)C.CN(C(ON1N=NC2C=CC=NC1=2)=[N+](C)C)C.F[P-](F)(F)(F)(F)F.[C:49]1([C:55]2[CH:62]=[CH:61][C:58]([CH2:59][NH2:60])=[CH:57][CH:56]=2)[CH:54]=[CH:53][CH:52]=[CH:51][CH:50]=1.